Predict the product of the given reaction. From a dataset of Forward reaction prediction with 1.9M reactions from USPTO patents (1976-2016). (1) Given the reactants [CH3:1][C:2]1[CH:3]=[C:4]([CH:7]=[CH:8][C:9]=1[N+:10]([O-:12])=[O:11])[CH2:5]Cl.[F:13][C:14]([F:29])([F:28])[C:15]1[CH:16]=[C:17](B(O)O)[CH:18]=[C:19]([C:21]([F:24])([F:23])[F:22])[CH:20]=1.C(=O)([O-])[O-].[Na+].[Na+], predict the reaction product. The product is: [F:13][C:14]([F:28])([F:29])[C:15]1[CH:16]=[C:17]([CH:18]=[C:19]([C:21]([F:22])([F:23])[F:24])[CH:20]=1)[CH2:5][C:4]1[CH:7]=[CH:8][C:9]([N+:10]([O-:12])=[O:11])=[C:2]([CH3:1])[CH:3]=1. (2) Given the reactants [F:1][C:2]1[CH:9]=[CH:8][C:5]([CH:6]=O)=[C:4]([O:10][CH3:11])[CH:3]=1.C(O)(=O)[CH2:13][C:14]([OH:16])=[O:15], predict the reaction product. The product is: [F:1][C:2]1[CH:9]=[CH:8][C:5](/[CH:6]=[CH:13]/[C:14]([OH:16])=[O:15])=[C:4]([O:10][CH3:11])[CH:3]=1. (3) Given the reactants [F:1][C:2]([F:12])([F:11])[C:3]1[CH:8]=[C:7]([CH2:9]O)[CH:6]=[CH:5][N:4]=1.P(Br)(Br)[Br:14].C(=O)(O)[O-].[Na+], predict the reaction product. The product is: [Br:14][CH2:9][C:7]1[CH:6]=[CH:5][N:4]=[C:3]([C:2]([F:12])([F:11])[F:1])[CH:8]=1.